Dataset: Forward reaction prediction with 1.9M reactions from USPTO patents (1976-2016). Task: Predict the product of the given reaction. (1) Given the reactants CN1C=C(CN(C)C(C2N(C3C=CC(F)=CC=3)C(S)=NC=2)=[O:10])C(C)=N1.[F:26][C:27]1[CH:32]=[CH:31][C:30]([N:33]2[C:37]([C:38](N(OC)C)=[O:39])=[CH:36][N:35]=[C:34]2[S:44]([CH2:47][C:48]2[C:53]([F:54])=[CH:52][CH:51]=[C:50]([F:55])[C:49]=2[F:56])(=[O:46])=[O:45])=[CH:29][CH:28]=1.[OH-].[Li+].C1COCC1, predict the reaction product. The product is: [F:26][C:27]1[CH:32]=[CH:31][C:30]([N:33]2[C:37]([C:38]([OH:10])=[O:39])=[CH:36][N:35]=[C:34]2[S:44]([CH2:47][C:48]2[C:53]([F:54])=[CH:52][CH:51]=[C:50]([F:55])[C:49]=2[F:56])(=[O:45])=[O:46])=[CH:29][CH:28]=1. (2) The product is: [CH:1]1([C:5]2[O:6][N:9]=[C:10]([N:12]3[CH2:13][CH2:14][CH:15]([CH2:18][CH2:19][CH2:20][O:21][C:22]4[CH:34]=[CH:33][C:25]([C:26]([NH:28][C@H:29]([CH3:32])[CH2:30][OH:31])=[O:27])=[C:24]([CH3:35])[CH:23]=4)[CH2:16][CH2:17]3)[N:11]=2)[CH2:4][CH2:3][CH2:2]1. Given the reactants [CH:1]1([C:5](Cl)=[O:6])[CH2:4][CH2:3][CH2:2]1.O[NH:9][C:10]([N:12]1[CH2:17][CH2:16][CH:15]([CH2:18][CH2:19][CH2:20][O:21][C:22]2[CH:34]=[CH:33][C:25]([C:26]([NH:28][C@H:29]([CH3:32])[CH2:30][OH:31])=[O:27])=[C:24]([CH3:35])[CH:23]=2)[CH2:14][CH2:13]1)=[NH:11].CCN(CC)CC, predict the reaction product. (3) Given the reactants [CH:1]1[C:14]2[CH2:13][C:12]3[C:7](=[CH:8][CH:9]=[CH:10][CH:11]=3)[NH:6][C:5]=2[CH:4]=[CH:3][CH:2]=1.C(P(C(C)(C)C)C(C)(C)C)(C)(C)C.CC(C)([O-])C.[Na+].Br[C:35]1[CH:40]=[CH:39][C:38]([C:41]2[S:42][C:43]3[CH:49]=[CH:48][CH:47]=[CH:46][C:44]=3[N:45]=2)=[CH:37][CH:36]=1, predict the reaction product. The product is: [S:42]1[C:43]2[CH:49]=[CH:48][CH:47]=[CH:46][C:44]=2[N:45]=[C:41]1[C:38]1[CH:39]=[CH:40][C:35]([N:6]2[C:7]3[C:12](=[CH:11][CH:10]=[CH:9][CH:8]=3)[CH2:13][C:14]3[CH:1]=[CH:2][CH:3]=[CH:4][C:5]2=3)=[CH:36][CH:37]=1. (4) Given the reactants [CH3:1][C:2](=[CH:8][C:9]1[CH:14]=[CH:13][CH:12]=[CH:11][CH:10]=1)[C:3]([O:5][CH2:6][CH3:7])=[O:4], predict the reaction product. The product is: [CH3:1][CH:2]([CH2:8][C:9]1[CH:10]=[CH:11][CH:12]=[CH:13][CH:14]=1)[C:3]([O:5][CH2:6][CH3:7])=[O:4]. (5) Given the reactants [NH2:1][C:2]1[NH:6][N:5]=[C:4]([NH:7][C:8]2[CH:13]=[C:12]([C:14]([F:17])([F:16])[F:15])[C:11]([C:18]3[CH:23]=[CH:22][C:21]([O:24][CH2:25][CH2:26][NH:27]C(=O)OC(C)(C)C)=[CH:20][CH:19]=3)=[C:10]([Cl:35])[CH:9]=2)[N:3]=1.Cl, predict the reaction product. The product is: [ClH:35].[NH2:27][CH2:26][CH2:25][O:24][C:21]1[CH:22]=[CH:23][C:18]([C:11]2[C:10]([Cl:35])=[CH:9][C:8]([NH:7][C:4]3[N:3]=[C:2]([NH2:1])[NH:6][N:5]=3)=[CH:13][C:12]=2[C:14]([F:15])([F:16])[F:17])=[CH:19][CH:20]=1. (6) Given the reactants [CH2:1]([C:3]([C:20]1[CH:25]=[CH:24][C:23]([NH:26][C:27](=[O:29])[CH3:28])=[C:22](O)[CH:21]=1)([C:6]1[C:14]2[C:9](=[C:10]([NH:15][S:16]([CH3:19])(=[O:18])=[O:17])[CH:11]=[CH:12][CH:13]=2)[NH:8][CH:7]=1)[CH2:4][CH3:5])[CH3:2], predict the reaction product. The product is: [CH2:4]([C:3]([C:6]1[C:14]2[C:9](=[C:10]([NH:15][S:16]([CH3:19])(=[O:18])=[O:17])[CH:11]=[CH:12][CH:13]=2)[NH:8][CH:7]=1)([C:20]1[CH:25]=[CH:24][C:23]2[N:26]=[C:27]([CH3:28])[O:29][C:22]=2[CH:21]=1)[CH2:1][CH3:2])[CH3:5]. (7) Given the reactants C(NC(C)C)(C)C.C([Li])CCC.[CH2:13]([N:20]1[CH:25]([C:26]#[N:27])[CH2:24][CH2:23][CH2:22][CH:21]1[C:28]#[N:29])[C:14]1[CH:19]=[CH:18][CH:17]=[CH:16][CH:15]=1.CN(C)P(=O)(N(C)C)N(C)C.Br[CH2:42][C:43]([O:45][C:46]([CH3:49])([CH3:48])[CH3:47])=[O:44], predict the reaction product. The product is: [CH2:13]([N:20]1[CH:25]([C:26]#[N:27])[CH2:24][CH2:23][CH2:22][C:21]1([CH2:42][C:43]([O:45][C:46]([CH3:49])([CH3:48])[CH3:47])=[O:44])[C:28]#[N:29])[C:14]1[CH:15]=[CH:16][CH:17]=[CH:18][CH:19]=1.